Predict the reactants needed to synthesize the given product. From a dataset of Full USPTO retrosynthesis dataset with 1.9M reactions from patents (1976-2016). (1) Given the product [C:1]1([CH2:7][CH2:8][C:9]2[CH:10]=[CH:11][CH:12]=[CH:13][CH:14]=2)[CH:6]=[CH:5][CH:4]=[CH:3][CH:2]=1, predict the reactants needed to synthesize it. The reactants are: [C:1]1([C:7]#[C:8][C:9]2[CH:14]=[CH:13][CH:12]=[CH:11][CH:10]=2)[CH:6]=[CH:5][CH:4]=[CH:3][CH:2]=1.O.C1(/C=C\C2C=CC=CC=2)C=CC=CC=1.C1(/C=C/C2C=CC=CC=2)C=CC=CC=1. (2) Given the product [C:1]([O:4][CH2:5][C@@H:6]([N:8]1[CH:17]=[CH:16][C:15]2[C:10](=[CH:11][CH:12]=[CH:13][C:14]=2[NH2:18])[C:9]1=[O:21])[CH3:7])(=[O:3])[CH3:2], predict the reactants needed to synthesize it. The reactants are: [C:1]([O:4][CH2:5][C@@H:6]([N:8]1[CH:17]=[CH:16][C:15]2[C:10](=[CH:11][CH:12]=[CH:13][C:14]=2[N+:18]([O-])=O)[C:9]1=[O:21])[CH3:7])(=[O:3])[CH3:2].C(O)C.[Cl-].[NH4+].O. (3) Given the product [Cl:1][C:2]1[CH:3]=[CH:4][C:5]2[S:9][CH:8]=[C:7]([CH2:10][CH2:11][N:12]3[CH2:13][CH:14]=[C:15]([C:18]4[C:26]5[C:21](=[CH:22][CH:23]=[CH:24][CH:25]=5)[N:20]([CH3:28])[CH:19]=4)[CH2:16][CH2:17]3)[C:6]=2[CH:27]=1, predict the reactants needed to synthesize it. The reactants are: [Cl:1][C:2]1[CH:3]=[CH:4][C:5]2[S:9][CH:8]=[C:7]([CH2:10][CH2:11][N:12]3[CH2:17][CH:16]=[C:15]([C:18]4[C:26]5[C:21](=[CH:22][CH:23]=[CH:24][CH:25]=5)[NH:20][CH:19]=4)[CH2:14][CH2:13]3)[C:6]=2[CH:27]=1.[CH3:28]CCCCC.CI. (4) Given the product [F:12][C:13]([F:27])([F:28])[C:14]1[CH:15]=[C:16]([CH:20]=[C:21]([C:23]([F:26])([F:24])[F:25])[CH:22]=1)[CH:17]=[O:18], predict the reactants needed to synthesize it. The reactants are: N1C2C(=CC=CC=2)C=CC=1.[S].[F:12][C:13]([F:28])([F:27])[C:14]1[CH:15]=[C:16]([CH:20]=[C:21]([C:23]([F:26])([F:25])[F:24])[CH:22]=1)[C:17](Cl)=[O:18].[H][H]. (5) Given the product [F:21][C:22]([F:28])([F:27])[S:23]([NH:20][C:16]1[CH:17]=[CH:18][CH:19]=[C:14]([C:10]2([CH3:13])[CH:11]3[CH:9]2[CH2:8][N:7]([CH2:1][CH2:2][CH2:3][CH2:4][CH2:5][CH3:6])[CH2:12]3)[CH:15]=1)(=[O:25])=[O:24], predict the reactants needed to synthesize it. The reactants are: [CH2:1]([N:7]1[CH2:12][CH:11]2[CH:9]([C:10]2([C:14]2[CH:15]=[C:16]([NH2:20])[CH:17]=[CH:18][CH:19]=2)[CH3:13])[CH2:8]1)[CH2:2][CH2:3][CH2:4][CH2:5][CH3:6].[F:21][C:22]([F:28])([F:27])[S:23](Cl)(=[O:25])=[O:24]. (6) Given the product [Br:20][C:17]1[CH:18]=[CH:19][C:14]([CH:8]([C:5]2[CH:4]=[CH:3][C:2]([Br:1])=[CH:7][CH:6]=2)[S:9][CH2:10][C:11]([NH:31][CH2:30][CH2:29][CH2:28][CH2:27][C:21]2[CH:26]=[CH:25][CH:24]=[CH:23][CH:22]=2)=[O:13])=[CH:15][CH:16]=1, predict the reactants needed to synthesize it. The reactants are: [Br:1][C:2]1[CH:7]=[CH:6][C:5]([CH:8]([C:14]2[CH:19]=[CH:18][C:17]([Br:20])=[CH:16][CH:15]=2)[S:9][CH2:10][C:11]([OH:13])=O)=[CH:4][CH:3]=1.[C:21]1([CH2:27][CH2:28][CH2:29][CH2:30][NH2:31])[CH:26]=[CH:25][CH:24]=[CH:23][CH:22]=1. (7) Given the product [F:25][C:26]1[CH:27]=[CH:28][C:29]([N:32]2[CH2:37][CH2:36][N:35]([C:10]3[N:11]=[C:6]([CH2:5][OH:4])[N:7]([CH2:15][C:16]4[S:17][C:18]([C:21]([F:22])([F:23])[F:24])=[CH:19][CH:20]=4)[C:8](=[O:14])[N:9]=3)[CH2:34][CH2:33]2)=[CH:30][CH:31]=1, predict the reactants needed to synthesize it. The reactants are: C([O:4][CH2:5][C:6]1[N:7]([CH2:15][C:16]2[S:17][C:18]([C:21]([F:24])([F:23])[F:22])=[CH:19][CH:20]=2)[C:8](=[O:14])[N:9]=[C:10](SC)[N:11]=1)(=O)C.[F:25][C:26]1[CH:31]=[CH:30][C:29]([N:32]2[CH2:37][CH2:36][NH:35][CH2:34][CH2:33]2)=[CH:28][CH:27]=1. (8) Given the product [Cl:40][C:37]1[CH:38]=[CH:39][C:33]2[CH:32]=[C:31]([S:28]([N:25]3[CH2:26][CH2:27][N:22]([CH2:21][CH:18]4[CH2:17][CH2:16][NH:15][CH2:20][CH2:19]4)[C:23](=[O:41])[CH2:24]3)(=[O:30])=[O:29])[S:35][C:34]=2[CH:36]=1, predict the reactants needed to synthesize it. The reactants are: FC(F)(F)C(O)=O.C(OC([N:15]1[CH2:20][CH2:19][CH:18]([CH2:21][N:22]2[CH2:27][CH2:26][N:25]([S:28]([C:31]3[S:35][C:34]4[CH:36]=[C:37]([Cl:40])[CH:38]=[CH:39][C:33]=4[CH:32]=3)(=[O:30])=[O:29])[CH2:24][C:23]2=[O:41])[CH2:17][CH2:16]1)=O)(C)(C)C. (9) The reactants are: [Br:1][C:2]1[CH:3]=[C:4]([C:11]([OH:13])=O)[C:5]2[O:9][CH2:8][CH2:7][C:6]=2[CH:10]=1.C(Cl)(=O)C([Cl:17])=O. Given the product [Br:1][C:2]1[CH:3]=[C:4]([C:11]([Cl:17])=[O:13])[C:5]2[O:9][CH2:8][CH2:7][C:6]=2[CH:10]=1, predict the reactants needed to synthesize it. (10) Given the product [Cl:1][C:2]1[CH:7]=[C:6]2[NH:8][C:9](=[O:36])[C:10]3([CH:15]([C:16]4[CH:21]=[C:20]([F:22])[CH:19]=[CH:18][C:17]=4[CH3:23])[CH2:14][C:13](=[O:24])[N:12]([CH2:25][C:26]([NH:42][CH3:41])=[O:28])[CH:11]3[C:29]3[CH:34]=[CH:33][CH:32]=[C:31]([Cl:35])[CH:30]=3)[C:5]2=[CH:4][CH:3]=1, predict the reactants needed to synthesize it. The reactants are: [Cl:1][C:2]1[CH:7]=[C:6]2[NH:8][C:9](=[O:36])[C:10]3([CH:15]([C:16]4[CH:21]=[C:20]([F:22])[CH:19]=[CH:18][C:17]=4[CH3:23])[CH2:14][C:13](=[O:24])[N:12]([CH2:25][C:26]([OH:28])=O)[CH:11]3[C:29]3[CH:34]=[CH:33][CH:32]=[C:31]([Cl:35])[CH:30]=3)[C:5]2=[CH:4][CH:3]=1.Cl.CN.C[CH2:41][N:42]=C=NCCCN(C)C.Cl.C1C=CC2N(O)N=NC=2C=1.CCN(C(C)C)C(C)C.